Dataset: Reaction yield outcomes from USPTO patents with 853,638 reactions. Task: Predict the reaction yield, written as a fraction of the theoretical maximum amount of product (1.0 means a 100% yield; for example, 0.34 means a 34% yield). (1) The reactants are [F:1][C:2]1[C:10]2[S:9][C:8](=O)[CH2:7][C:6]=2[C:5]([O:12][CH3:13])=[CH:4][CH:3]=1.[H-].C([Al+]CC(C)C)C(C)C. The catalyst is ClCCl. The product is [F:1][C:2]1[C:10]2[S:9][CH:8]=[CH:7][C:6]=2[C:5]([O:12][CH3:13])=[CH:4][CH:3]=1. The yield is 0.870. (2) The reactants are C(N1CCN(C2SC(C(O)=O)=C(C)N=2)C1=O)C1C=CC=CC=1.[CH3:23][C:24]1[N:25]=[C:26]([N:32]2[CH2:36][CH2:35][N:34]([CH2:37][CH:38]3[CH2:43][CH2:42][CH2:41][CH2:40][O:39]3)[C:33]2=[O:44])[S:27][C:28]=1[C:29]([OH:31])=O.[NH2:45][CH2:46][C:47]1[CH:48]=[N:49][CH:50]=[CH:51][CH:52]=1. No catalyst specified. The product is [CH3:23][C:24]1[N:25]=[C:26]([N:32]2[CH2:36][CH2:35][N:34]([CH2:37][CH:38]3[CH2:43][CH2:42][CH2:41][CH2:40][O:39]3)[C:33]2=[O:44])[S:27][C:28]=1[C:29]([NH:45][CH2:46][C:47]1[CH:48]=[N:49][CH:50]=[CH:51][CH:52]=1)=[O:31]. The yield is 0.400. (3) The reactants are Cl[C:2]1[N:10]=[C:9]2[C:5]([N:6]=[CH:7][N:8]2[CH3:11])=[C:4]([NH:12][C:13]2[CH:18]=[CH:17][C:16]([Cl:19])=[CH:15][CH:14]=2)[N:3]=1.O.[NH2:21][NH2:22].O. The catalyst is O1CCCC1. The product is [Cl:19][C:16]1[CH:17]=[CH:18][C:13]([NH:12][C:4]2[N:3]=[C:2]([NH:21][NH2:22])[N:10]=[C:9]3[C:5]=2[N:6]=[CH:7][N:8]3[CH3:11])=[CH:14][CH:15]=1. The yield is 0.900. (4) The catalyst is CC#N. The product is [C:11]([O:15][C:16]([N:18]1[CH2:23][CH2:22][N:21]([C:2]2[CH:7]=[N:6][C:5]([N+:8]([O-:10])=[O:9])=[CH:4][CH:3]=2)[CH2:20][CH2:19]1)=[O:17])([CH3:14])([CH3:12])[CH3:13]. The yield is 0.800. The reactants are Br[C:2]1[CH:3]=[CH:4][C:5]([N+:8]([O-:10])=[O:9])=[N:6][CH:7]=1.[C:11]([O:15][C:16]([N:18]1[CH2:23][CH2:22][NH:21][CH2:20][CH2:19]1)=[O:17])([CH3:14])([CH3:13])[CH3:12].CCN(C(C)C)C(C)C.